This data is from Peptide-MHC class II binding affinity with 134,281 pairs from IEDB. The task is: Regression. Given a peptide amino acid sequence and an MHC pseudo amino acid sequence, predict their binding affinity value. This is MHC class II binding data. (1) The peptide sequence is TKEDLFGKKNLIPSS. The MHC is DRB3_0101 with pseudo-sequence DRB3_0101. The binding affinity (normalized) is 0. (2) The peptide sequence is AVQVTFTVQKGSDPKKLVLNIKYTRPGDSL. The MHC is HLA-DPA10103-DPB10301 with pseudo-sequence HLA-DPA10103-DPB10301. The binding affinity (normalized) is 0.655.